Dataset: Reaction yield outcomes from USPTO patents with 853,638 reactions. Task: Predict the reaction yield, written as a fraction of the theoretical maximum amount of product (1.0 means a 100% yield; for example, 0.34 means a 34% yield). (1) The reactants are [NH2:1][CH2:2][CH2:3][CH2:4][N:5]1[CH2:10][CH2:9][N:8]([CH3:11])[CH2:7][CH2:6]1.[C:12]([O:16][CH2:17][CH3:18])(=[O:15])[CH:13]=O.CC(O)=O.[BH3-]C#N.[Na+]. The catalyst is CO.C([O-])(O)=O.[Na+]. The product is [CH2:17]([O:16][C:12](=[O:15])[CH2:13][NH:1][CH2:2][CH2:3][CH2:4][N:5]1[CH2:6][CH2:7][N:8]([CH3:11])[CH2:9][CH2:10]1)[CH3:18]. The yield is 0.380. (2) The reactants are [N+:1]([C:4]1[CH:5]=[C:6]([CH:44]=[C:45]([N+:47]([O-])=O)[CH:46]=1)[C:7]([O:9][CH2:10][CH2:11][CH2:12][CH2:13][CH2:14][CH2:15][O:16][C:17](=[O:43])/[CH:18]=[CH:19]/[C:20]1[CH:25]=[CH:24][C:23]([O:26][C:27](=[O:42])[C:28]2[CH:33]=[CH:32][C:31]([O:34][CH2:35][CH2:36][CH2:37][C:38]([F:41])([F:40])[F:39])=[CH:30][CH:29]=2)=[CH:22][CH:21]=1)=[O:8])([O-])=O. The catalyst is CN(C)C=O.O.[Zn]. The product is [NH2:1][C:4]1[CH:5]=[C:6]([CH:44]=[C:45]([NH2:47])[CH:46]=1)[C:7]([O:9][CH2:10][CH2:11][CH2:12][CH2:13][CH2:14][CH2:15][O:16][C:17](=[O:43])/[CH:18]=[CH:19]/[C:20]1[CH:25]=[CH:24][C:23]([O:26][C:27](=[O:42])[C:28]2[CH:33]=[CH:32][C:31]([O:34][CH2:35][CH2:36][CH2:37][C:38]([F:39])([F:40])[F:41])=[CH:30][CH:29]=2)=[CH:22][CH:21]=1)=[O:8]. The yield is 0.910.